From a dataset of Full USPTO retrosynthesis dataset with 1.9M reactions from patents (1976-2016). Predict the reactants needed to synthesize the given product. The reactants are: [O:1]([CH:8]([C:10]1[CH:18]=[CH:17][C:13]([C:14]([OH:16])=O)=[CH:12][N:11]=1)[CH3:9])[C:2]1[CH:7]=[CH:6][CH:5]=[CH:4][CH:3]=1.Cl.C(N=C=NCCCN(C)C)C.ON1C2C=CC=CC=2N=N1.C(N(CC)CC)C.[NH2:48][CH2:49][C:50]1[C:51]([OH:58])=[N:52][C:53]([CH3:57])=[CH:54][C:55]=1[CH3:56]. Given the product [OH:58][C:51]1[C:50]([CH2:49][NH:48][C:14](=[O:16])[C:13]2[CH:17]=[CH:18][C:10]([CH:8]([O:1][C:2]3[CH:3]=[CH:4][CH:5]=[CH:6][CH:7]=3)[CH3:9])=[N:11][CH:12]=2)=[C:55]([CH3:56])[CH:54]=[C:53]([CH3:57])[N:52]=1, predict the reactants needed to synthesize it.